From a dataset of Full USPTO retrosynthesis dataset with 1.9M reactions from patents (1976-2016). Predict the reactants needed to synthesize the given product. (1) Given the product [CH:1]1([O:6][C:7]2[CH:12]=[CH:11][C:10]([NH:30][C:28](=[O:29])[C:27]3[CH:31]=[CH:32][CH:33]=[CH:34][C:26]=3[C:25]([F:35])([F:36])[F:24])=[CH:9][C:8]=2[C:14]2[O:15][C:16]3[CH:22]=[CH:21][C:20]([CH3:23])=[CH:19][C:17]=3[N:18]=2)[CH2:5][CH2:4][CH2:3][CH2:2]1, predict the reactants needed to synthesize it. The reactants are: [CH:1]1([O:6][C:7]2[CH:12]=[CH:11][C:10](I)=[CH:9][C:8]=2[C:14]2[O:15][C:16]3[CH:22]=[CH:21][C:20]([CH3:23])=[CH:19][C:17]=3[N:18]=2)[CH2:5][CH2:4][CH2:3][CH2:2]1.[F:24][C:25]([F:36])([F:35])[C:26]1[CH:34]=[CH:33][CH:32]=[CH:31][C:27]=1[C:28]([NH2:30])=[O:29]. (2) Given the product [C:16]([O:15][C@@H:13]([C:10]1[CH:9]=[C:8]([C:4]2[CH:5]=[CH:6][CH:7]=[C:2]([Cl:1])[CH:3]=2)[O:12][N:11]=1)[CH3:14])(=[O:18])[CH3:17], predict the reactants needed to synthesize it. The reactants are: [Cl:1][C:2]1[CH:3]=[C:4]([C:8]2[O:12][N:11]=[C:10]([CH:13]([OH:15])[CH3:14])[CH:9]=2)[CH:5]=[CH:6][CH:7]=1.[C:16](OC=C)(=[O:18])[CH3:17]. (3) Given the product [S:27]1[C:28]2[CH:34]=[CH:33][CH:32]=[CH:31][C:29]=2[N:30]=[C:26]1[CH2:25][O:17][C:6]1[CH:7]=[CH:8][C:9]2[C:10]3[S:14][C:13]([CH2:15][CH3:16])=[N:12][C:11]=3[C:2]([NH2:1])=[N:3][C:4]=2[CH:5]=1, predict the reactants needed to synthesize it. The reactants are: [NH2:1][C:2]1[C:11]2[N:12]=[C:13]([CH2:15][CH3:16])[S:14][C:10]=2[C:9]2[CH:8]=[CH:7][C:6]([OH:17])=[CH:5][C:4]=2[N:3]=1.C(=O)([O-])[O-].[Cs+].[Cs+].Br[CH2:25][C:26]1[S:27][C:28]2[CH:34]=[CH:33][CH:32]=[CH:31][C:29]=2[N:30]=1. (4) Given the product [Br:9][C:10]1[CH:19]=[CH:18][CH:17]=[CH:16][C:11]=1[C:7]([OH:6])([CH3:8])[CH3:1], predict the reactants needed to synthesize it. The reactants are: [CH3:1][Mg]Br.C([O:6][CH2:7][CH3:8])C.[Br:9][C:10]1[CH:19]=[CH:18][CH:17]=[CH:16][C:11]=1C(OC)=O.[Cl-].[NH4+]. (5) Given the product [CH:1]([C:4]1[O:8][C:7]([CH:9]2[CH2:14][N:13]([CH3:15])[CH:12]([C:16]([O-:18])=[O:17])[CH2:11][CH2:10]2)=[N:6][N:5]=1)([CH3:3])[CH3:2].[Na+:22], predict the reactants needed to synthesize it. The reactants are: [CH:1]([C:4]1[O:8][C:7]([C@@H:9]2[CH2:14][N:13]([CH3:15])[C@@H:12]([C:16]([O:18]CC)=[O:17])[CH2:11][CH2:10]2)=[N:6][N:5]=1)([CH3:3])[CH3:2].[OH-].[Na+:22]. (6) The reactants are: [CH2:1]([C:4]1[NH:5][C:6]2[C:11]([CH:12]=1)=[CH:10][CH:9]=[CH:8][CH:7]=2)[CH2:2][CH3:3].[F:13][C:14]1[CH:15]=[CH:16][C:17]2=[C:18]([CH:34]=1)[O:19][CH2:20][C:21]1[CH:31]=[C:30]([CH:32]=O)[CH:29]=[CH:28][C:22]=1/[C:23]/2=[C:24](/[CH3:27])\[C:25]#[N:26]. Given the product [F:13][C:14]1[CH:15]=[CH:16][C:17]2=[C:18]([CH:34]=1)[O:19][CH2:20][C:21]1[CH:31]=[C:30]([CH2:32][C:12]3[C:11]4[C:6](=[CH:7][CH:8]=[CH:9][CH:10]=4)[NH:5][C:4]=3[CH2:1][CH2:2][CH3:3])[CH:29]=[CH:28][C:22]=1/[C:23]/2=[C:24](/[CH3:27])\[C:25]#[N:26], predict the reactants needed to synthesize it. (7) Given the product [C:22]([NH:21][C:17]1[CH:16]=[C:15]([NH:14][C:11]([C:6]2[CH:5]=[C:4]3[C:9]([CH2:10][C:2](=[O:1])[NH:3]3)=[CH:8][CH:7]=2)=[O:13])[CH:20]=[CH:19][CH:18]=1)(=[O:29])[C:23]1[CH:24]=[CH:25][CH:26]=[CH:27][CH:28]=1, predict the reactants needed to synthesize it. The reactants are: [O:1]=[C:2]1[CH2:10][C:9]2[C:4](=[CH:5][C:6]([C:11]([OH:13])=O)=[CH:7][CH:8]=2)[NH:3]1.[NH2:14][C:15]1[CH:16]=[C:17]([NH:21][C:22](=[O:29])[C:23]2[CH:28]=[CH:27][CH:26]=[CH:25][CH:24]=2)[CH:18]=[CH:19][CH:20]=1.C(N(CC)C(C)C)(C)C.CN(C(ON1N=NC2C=CC=NC1=2)=[N+](C)C)C.F[P-](F)(F)(F)(F)F.